Task: Binary Classification. Given a drug SMILES string, predict its activity (active/inactive) in a high-throughput screening assay against a specified biological target.. Dataset: Cav3 T-type calcium channel HTS with 100,875 compounds (1) The compound is S(=O)(=O)(N(C1CCCCC1)C)c1ccc(S(=O)(=O)N2CCCC2)cc1. The result is 0 (inactive). (2) The result is 0 (inactive). The drug is S(c1n(nnn1)c1ccc(cc1)C(OCC(OC)=O)=O)C. (3) The drug is O=C1CC(Cc2nc(N3CCc4c(C3)cccc4)ncc12)c1ccc(cc1)C. The result is 0 (inactive).